This data is from Full USPTO retrosynthesis dataset with 1.9M reactions from patents (1976-2016). The task is: Predict the reactants needed to synthesize the given product. (1) Given the product [C:29]([O:31][CH2:32][CH3:33])(=[O:30])[C:28]1[CH:34]=[CH:24][CH:25]=[C:26]([C:35]([O:37][CH2:38][CH3:39])=[O:36])[CH:27]=1, predict the reactants needed to synthesize it. The reactants are: BrCCCCCCOC1C=CC(C2C=CC(C#N)=CC=2)=CC=1.O[C:24]1[CH:25]=[C:26]([C:35]([O:37][CH2:38][CH3:39])=[O:36])[CH:27]=[C:28]([CH:34]=1)[C:29]([O:31][CH2:32][CH3:33])=[O:30].CC(C)=O. (2) Given the product [C:35]([C:31]1[CH:30]=[C:29]([N:9]2[C:10]3[C:5](=[CH:4][C:3]([O:2][CH3:1])=[CH:12][CH:11]=3)[CH2:6][N:7]([CH2:14][CH:15]3[CH2:20][CH2:19][N:18]([C:21]([O:23][C:24]([CH3:27])([CH3:26])[CH3:25])=[O:22])[CH2:17][CH2:16]3)[C:8]2=[O:13])[CH:34]=[CH:33][N:32]=1)#[N:36], predict the reactants needed to synthesize it. The reactants are: [CH3:1][O:2][C:3]1[CH:4]=[C:5]2[C:10](=[CH:11][CH:12]=1)[NH:9][C:8](=[O:13])[N:7]([CH2:14][CH:15]1[CH2:20][CH2:19][N:18]([C:21]([O:23][C:24]([CH3:27])([CH3:26])[CH3:25])=[O:22])[CH2:17][CH2:16]1)[CH2:6]2.I[C:29]1[CH:34]=[CH:33][N:32]=[C:31]([C:35]#[N:36])[CH:30]=1. (3) Given the product [ClH:36].[ClH:36].[N:1]1[CH:6]=[CH:5][CH:4]=[CH:3][C:2]=1[N:7]([CH2:30][C:31]([O:33][CH2:34][CH3:35])=[O:32])[C:8]([C:10]1[CH:29]=[CH:28][C:13]2[N:14]([CH3:27])[C:15]([CH2:17][O:18][C:19]3[CH:24]=[CH:23][C:22]([C:25](=[NH:44])[NH2:26])=[CH:21][CH:20]=3)=[N:16][C:12]=2[CH:11]=1)=[O:9], predict the reactants needed to synthesize it. The reactants are: [N:1]1[CH:6]=[CH:5][CH:4]=[CH:3][C:2]=1[N:7]([CH2:30][C:31]([O:33][CH2:34][CH3:35])=[O:32])[C:8]([C:10]1[CH:29]=[CH:28][C:13]2[N:14]([CH3:27])[C:15]([CH2:17][O:18][C:19]3[CH:24]=[CH:23][C:22]([C:25]#[N:26])=[CH:21][CH:20]=3)=[N:16][C:12]=2[CH:11]=1)=[O:9].[ClH:36].C(O)C.C(=O)([O-])[O-].[NH4+:44].[NH4+].